Dataset: Forward reaction prediction with 1.9M reactions from USPTO patents (1976-2016). Task: Predict the product of the given reaction. Given the reactants [C:1]([C:3]1[CH:8]=[CH:7][C:6]([C:9]2[N:14]=[C:13]([NH:15][CH3:16])[N:12]=[C:11]([N:17]3[CH2:22][CH2:21][CH2:20][C@@H:19]([NH:23][C:24](=[O:31])[C:25]4[CH:30]=[CH:29][CH:28]=[CH:27][CH:26]=4)[CH2:18]3)[CH:10]=2)=[CH:5][C:4]=1F)#[N:2].O.[NH2:34][NH2:35], predict the reaction product. The product is: [NH2:2][C:1]1[C:3]2[C:4](=[CH:5][C:6]([C:9]3[N:14]=[C:13]([NH:15][CH3:16])[N:12]=[C:11]([N:17]4[CH2:22][CH2:21][CH2:20][C@@H:19]([NH:23][C:24](=[O:31])[C:25]5[CH:30]=[CH:29][CH:28]=[CH:27][CH:26]=5)[CH2:18]4)[CH:10]=3)=[CH:7][CH:8]=2)[NH:35][N:34]=1.